Dataset: Catalyst prediction with 721,799 reactions and 888 catalyst types from USPTO. Task: Predict which catalyst facilitates the given reaction. (1) Reactant: [F:1][C:2]1[CH:48]=[CH:47][CH:46]=[C:45]([C:49]([F:52])([F:51])[F:50])[C:3]=1[CH2:4][N:5]1[C:10]2[CH2:11][O:12][C:13]3([CH2:18][CH2:17][N:16]([CH2:19][C:20]4[CH:25]=[CH:24][CH:23]=[C:22]([F:26])[CH:21]=4)[CH2:15][CH2:14]3)[C:9]=2[C:8](=[O:27])[N:7]([CH2:28][C@H:29]([NH:36]C(=O)OC(C)(C)C)[C:30]2[CH:35]=[CH:34][CH:33]=[CH:32][CH:31]=2)[C:6]1=[O:44].FC(F)(F)C(O)=O.C([O-])(O)=O.[Na+]. Product: [NH2:36][C@H:29]([C:30]1[CH:31]=[CH:32][CH:33]=[CH:34][CH:35]=1)[CH2:28][N:7]1[C:8](=[O:27])[C:9]2[C:13]3([O:12][CH2:11][C:10]=2[N:5]([CH2:4][C:3]2[C:45]([C:49]([F:52])([F:51])[F:50])=[CH:46][CH:47]=[CH:48][C:2]=2[F:1])[C:6]1=[O:44])[CH2:18][CH2:17][N:16]([CH2:19][C:20]1[CH:25]=[CH:24][CH:23]=[C:22]([F:26])[CH:21]=1)[CH2:15][CH2:14]3. The catalyst class is: 4. (2) Reactant: [C:1]([O:5][C@@H:6]([C:12]1[C:32]([CH3:33])=[CH:31][C:15]2[N:16]=[C:17]([C:19]3[CH:24]=[CH:23][CH:22]=[C:21]([C:25]4[CH:26]=[N:27][CH:28]=[N:29][CH:30]=4)[CH:20]=3)[S:18][C:14]=2[C:13]=1[C:34]1[CH:39]=[CH:38][C:37]([Cl:40])=[CH:36][CH:35]=1)[C:7]([O:9]CC)=[O:8])([CH3:4])([CH3:3])[CH3:2].[OH-].[Na+]. Product: [C:1]([O:5][C@@H:6]([C:12]1[C:32]([CH3:33])=[CH:31][C:15]2[N:16]=[C:17]([C:19]3[CH:24]=[CH:23][CH:22]=[C:21]([C:25]4[CH:26]=[N:27][CH:28]=[N:29][CH:30]=4)[CH:20]=3)[S:18][C:14]=2[C:13]=1[C:34]1[CH:35]=[CH:36][C:37]([Cl:40])=[CH:38][CH:39]=1)[C:7]([OH:9])=[O:8])([CH3:4])([CH3:2])[CH3:3]. The catalyst class is: 92. (3) Reactant: [N:1]1[C:10]2[C:5](=[CH:6][CH:7]=[CH:8][CH:9]=2)[CH:4]=[CH:3][C:2]=1[CH:11]1[CH2:14][N:13](C(OC(C)(C)C)=O)[CH2:12]1.C([O-])(O)=O.[Na+].C(O)(C)C.C(Cl)Cl. Product: [NH:13]1[CH2:12][CH:11]([C:2]2[CH:3]=[CH:4][C:5]3[C:10](=[CH:9][CH:8]=[CH:7][CH:6]=3)[N:1]=2)[CH2:14]1. The catalyst class is: 157. (4) Reactant: [C:12]([O:11][C:9](O[C:9]([O:11][C:12]([CH3:15])([CH3:14])[CH3:13])=[O:10])=[O:10])([CH3:15])([CH3:14])[CH3:13].[NH2:16][CH2:17][C@H:18]1[CH2:22][CH2:21][C@H:20]([OH:23])[CH2:19]1.C(N(CC)CC)C.O. Product: [C:12]([O:11][C:9](=[O:10])[NH:16][CH2:17][C@H:18]1[CH2:22][CH2:21][C@@H:20]([OH:23])[CH2:19]1)([CH3:13])([CH3:14])[CH3:15]. The catalyst class is: 4. (5) Reactant: [CH3:1][O:2][C:3]1[CH:20]=[CH:19][C:18]2[C@@H:17]3[C@H:8]([C@H:9]4[C@@:13]([CH2:15][CH2:16]3)([CH3:14])[C@@H:12]([O:21][CH2:22][O:23][CH3:24])[CH2:11][CH:10]4[CH2:25]OS(CC3C=CC=CC=3)(=O)=O)[CH2:7][CH2:6][C:5]=2[CH:4]=1. Product: [CH3:1][O:2][C:3]1[CH:20]=[CH:19][C:18]2[C@@H:17]3[C@H:8]([C@H:9]4[C@@:13]([CH2:15][CH2:16]3)([CH3:14])[C@@H:12]([O:21][CH2:22][O:23][CH3:24])[CH2:11][C@@H:10]4[CH3:25])[CH2:7][CH2:6][C:5]=2[CH:4]=1. The catalyst class is: 1. (6) Reactant: [CH3:1][C:2]1[NH:6][N:5]=[CH:4][C:3]=1[C:7]1[CH:12]=[CH:11][CH:10]=[CH:9][CH:8]=1.[I-:13].[Na+].II.C([O-])([O-])=O.[K+].[K+]. Product: [I:13][C:4]1[C:3]([C:7]2[CH:8]=[CH:9][CH:10]=[CH:11][CH:12]=2)=[C:2]([CH3:1])[NH:6][N:5]=1. The catalyst class is: 20. (7) Product: [F:63][C:61]1[CH:60]=[CH:59][C:58]([C:64]([F:66])([F:65])[F:67])=[C:57]([CH:62]=1)[C:56]([N:53]1[CH2:54][CH2:55][N:50]([C:48](=[O:49])[CH2:47][NH:46][C:21]([C:19]2[N:18]=[N:17][N:16]([C:11]3[CH:12]=[CH:13][CH:14]=[CH:15][N:10]=3)[CH:20]=2)=[O:23])[CH2:51][CH2:52]1)=[O:68]. The catalyst class is: 18. Reactant: CCN(C(C)C)C(C)C.[N:10]1[CH:15]=[CH:14][CH:13]=[CH:12][C:11]=1[N:16]1[CH:20]=[C:19]([C:21]([OH:23])=O)[N:18]=[N:17]1.C1C=CC2N(O)N=NC=2C=1.CCN=C=NCCCN(C)C.Cl.[NH2:46][CH2:47][C:48]([N:50]1[CH2:55][CH2:54][N:53]([C:56](=[O:68])[C:57]2[CH:62]=[C:61]([F:63])[CH:60]=[CH:59][C:58]=2[C:64]([F:67])([F:66])[F:65])[CH2:52][CH2:51]1)=[O:49].